Task: Predict the product of the given reaction.. Dataset: Forward reaction prediction with 1.9M reactions from USPTO patents (1976-2016) (1) Given the reactants [CH2:1]([O:8][C:9]1[CH:14]=[CH:13][C:12]([CH:15](C(OCC)=O)[C:16]([O:18]CC)=[O:17])=[C:11]([N+:26]([O-:28])=[O:27])[CH:10]=1)[C:2]1[CH:7]=[CH:6][CH:5]=[CH:4][CH:3]=1.[OH-].[Na+].Cl, predict the reaction product. The product is: [CH2:1]([O:8][C:9]1[CH:14]=[CH:13][C:12]([CH2:15][C:16]([OH:18])=[O:17])=[C:11]([N+:26]([O-:28])=[O:27])[CH:10]=1)[C:2]1[CH:3]=[CH:4][CH:5]=[CH:6][CH:7]=1. (2) The product is: [F:32][C:2]([F:1])([F:31])[C:3]1[CH:4]=[CH:5][C:6]([C:9]2[C:10]([C:15]([NH:17][C:18]3[CH:19]=[C:20]([C:26]([OH:28])=[O:27])[N:21]([CH:23]([CH3:25])[CH3:24])[CH:22]=3)=[O:16])=[CH:11][CH:12]=[CH:13][CH:14]=2)=[CH:7][CH:8]=1. Given the reactants [F:1][C:2]([F:32])([F:31])[C:3]1[CH:8]=[CH:7][C:6]([C:9]2[C:10]([C:15]([NH:17][C:18]3[CH:19]=[C:20]([C:26]([O:28]CC)=[O:27])[N:21]([CH:23]([CH3:25])[CH3:24])[CH:22]=3)=[O:16])=[CH:11][CH:12]=[CH:13][CH:14]=2)=[CH:5][CH:4]=1.[OH-].[Na+].ClCCl.C(O)C, predict the reaction product. (3) Given the reactants [C:1]([C:3]1[C:4]([N:16]2[CH2:19][CH:18]([C:20](O)=[O:21])[CH2:17]2)=[N:5][C:6]([CH2:14][CH3:15])=[C:7]([C:9]([O:11][CH2:12][CH3:13])=[O:10])[CH:8]=1)#[N:2].[F:23][C:24]1[CH:29]=[CH:28][C:27]([CH2:30][S:31]([NH2:34])(=[O:33])=[O:32])=[CH:26][CH:25]=1, predict the reaction product. The product is: [C:1]([C:3]1[C:4]([N:16]2[CH2:17][CH:18]([C:20](=[O:21])[NH:34][S:31]([CH2:30][C:27]3[CH:28]=[CH:29][C:24]([F:23])=[CH:25][CH:26]=3)(=[O:33])=[O:32])[CH2:19]2)=[N:5][C:6]([CH2:14][CH3:15])=[C:7]([CH:8]=1)[C:9]([O:11][CH2:12][CH3:13])=[O:10])#[N:2]. (4) Given the reactants S(Cl)([Cl:3])=O.[NH:5]1[CH2:10][CH2:9][NH:8][CH2:7][C@H:6]1[CH2:11][CH2:12]O, predict the reaction product. The product is: [ClH:3].[ClH:3].[Cl:3][CH2:12][CH2:11][C@@H:6]1[CH2:7][NH:8][CH2:9][CH2:10][NH:5]1. (5) The product is: [C:1]([O:5][C:6]([N:8]1[CH2:13][CH2:12][N:11]([C:14]2[N:19]=[C:18]([C:20]3[CH:25]=[CH:24][N:23]=[C:22]([NH:46][CH:40]4[CH2:45][CH2:44][CH2:43][CH2:42][CH2:41]4)[CH:21]=3)[C:17]([C:27]3[CH:32]=[CH:31][C:30]([F:33])=[CH:29][CH:28]=3)=[CH:16][CH:15]=2)[CH2:10][CH2:9]1)=[O:7])([CH3:4])([CH3:3])[CH3:2]. Given the reactants [C:1]([O:5][C:6]([N:8]1[CH2:13][CH2:12][N:11]([C:14]2[N:19]=[C:18]([C:20]3[CH:25]=[CH:24][N:23]=[C:22](Cl)[CH:21]=3)[C:17]([C:27]3[CH:32]=[CH:31][C:30]([F:33])=[CH:29][CH:28]=3)=[CH:16][CH:15]=2)[CH2:10][CH2:9]1)=[O:7])([CH3:4])([CH3:3])[CH3:2].CC([O-])(C)C.[Na+].[CH:40]1([NH2:46])[CH2:45][CH2:44][CH2:43][CH2:42][CH2:41]1, predict the reaction product. (6) Given the reactants Cl[C:2]1[N:7]=[C:6]2[N:8]([CH3:21])[C:9](=[O:20])[N:10]([C:12]3[CH:17]=[CH:16][C:15]([O:18][CH3:19])=[CH:14][CH:13]=3)[CH2:11][C:5]2=[CH:4][N:3]=1, predict the reaction product. The product is: [CH3:19][O:18][C:15]1[CH:16]=[CH:17][C:12]([N:10]2[CH2:11][C:5]3[C:6](=[N:7][C:2]([NH:10][C:12]4[CH:17]=[CH:16][CH:15]=[CH:14][CH:13]=4)=[N:3][CH:4]=3)[N:8]([CH3:21])[C:9]2=[O:20])=[CH:13][CH:14]=1. (7) Given the reactants Br[C:2]1[CH:7]=[CH:6][C:5]([C:8]2[CH:13]=[CH:12][C:11]([N:14]3[C:19](=[O:20])[CH:18]=[CH:17][CH:16]=[N:15]3)=[CH:10][CH:9]=2)=[CH:4][CH:3]=1.CC1(C)C2C=CC=C(P(C3C=CC=CC=3)C3C=CC=CC=3)C=2OC2C1=CC=CC=2P(C1C=CC=CC=1)C1C=CC=CC=1.C(=O)([O-])[O-].[Cs+].[Cs+].[NH:69]1[CH2:73][CH2:72][C@@H:71]2[CH2:74][N:75]([C:77]([O:79][CH2:80][CH3:81])=[O:78])[CH2:76][C@H:70]12, predict the reaction product. The product is: [O:20]=[C:19]1[N:14]([C:11]2[CH:12]=[CH:13][C:8]([C:5]3[CH:6]=[CH:7][C:2]([N:69]4[CH2:73][CH2:72][C@@H:71]5[CH2:74][N:75]([C:77]([O:79][CH2:80][CH3:81])=[O:78])[CH2:76][C@H:70]45)=[CH:3][CH:4]=3)=[CH:9][CH:10]=2)[N:15]=[CH:16][CH:17]=[CH:18]1. (8) Given the reactants [OH:1][CH:2]([CH2:31][C:32]1[CH:37]=[CH:36][CH:35]=[CH:34][CH:33]=1)[CH2:3][N:4]1[C:9]2=[N:10][C:11]([C:25]3[CH:30]=[CH:29][N:28]=[CH:27][CH:26]=3)=[C:12]([C:15]3[CH:20]=[CH:19][CH:18]=[C:17]([C:21]([F:24])([F:23])[F:22])[CH:16]=3)[C:13](=[O:14])[N:8]2[CH2:7][CH2:6][CH2:5]1.CC(OI1(OC(C)=O)(OC(C)=O)OC(=O)C2C=CC=CC1=2)=O, predict the reaction product. The product is: [O:1]=[C:2]([CH2:31][C:32]1[CH:33]=[CH:34][CH:35]=[CH:36][CH:37]=1)[CH2:3][N:4]1[C:9]2=[N:10][C:11]([C:25]3[CH:30]=[CH:29][N:28]=[CH:27][CH:26]=3)=[C:12]([C:15]3[CH:20]=[CH:19][CH:18]=[C:17]([C:21]([F:24])([F:23])[F:22])[CH:16]=3)[C:13](=[O:14])[N:8]2[CH2:7][CH2:6][CH2:5]1. (9) Given the reactants [H-].[Na+].[OH:3][CH2:4][CH:5]1[CH2:13][C:9]2[S:10][CH:11]=[CH:12][C:8]=2[C:7](=[O:14])[CH2:6]1.[CH3:15]I.O, predict the reaction product. The product is: [CH3:15][O:3][CH2:4][C:5]1[CH2:13][C:9]2[S:10][CH:11]=[CH:12][C:8]=2[C:7](=[O:14])[CH:6]=1.